From a dataset of Full USPTO retrosynthesis dataset with 1.9M reactions from patents (1976-2016). Predict the reactants needed to synthesize the given product. (1) Given the product [CH3:21][O:20][C:14]1[CH:13]=[C:12]2[C:17](=[CH:16][C:15]=1[O:18][CH3:19])[C:8]([C:5]1[CH:4]=[CH:3][C:2]([N:24]([CH2:22][CH3:23])[CH2:25][CH2:26][CH3:27])=[N:7][CH:6]=1)=[N:9][CH:10]=[CH:11]2, predict the reactants needed to synthesize it. The reactants are: F[C:2]1[N:7]=[CH:6][C:5]([C:8]2[C:17]3[C:12](=[CH:13][C:14]([O:20][CH3:21])=[C:15]([O:18][CH3:19])[CH:16]=3)[CH:11]=[CH:10][N:9]=2)=[CH:4][CH:3]=1.[CH2:22]([NH:24][CH2:25][CH2:26][CH3:27])[CH3:23].O.CCOC(C)=O. (2) The reactants are: [C:1]([O:5][C:6]([N:8]1[C@@H:13]([CH3:14])[CH2:12][N:11]2[N:15]=[CH:16][C:17]([N:18]3[CH2:23][C:22]([CH3:27])([C:24](O)=[O:25])[CH2:21][O:20][C:19]3=[O:28])=[C:10]2[CH2:9]1)=[O:7])([CH3:4])([CH3:3])[CH3:2].[NH:29]1[CH2:34][CH2:33][O:32][CH2:31][CH2:30]1.CCN(C(C)C)C(C)C.CN(C(ON1N=NC2C=CC=NC1=2)=[N+](C)C)C.F[P-](F)(F)(F)(F)F. Given the product [CH3:14][C@H:13]1[CH2:12][N:11]2[N:15]=[CH:16][C:17]([N:18]3[CH2:23][C:22]([CH3:27])([C:24]([N:29]4[CH2:34][CH2:33][O:32][CH2:31][CH2:30]4)=[O:25])[CH2:21][O:20][C:19]3=[O:28])=[C:10]2[CH2:9][N:8]1[C:6]([O:5][C:1]([CH3:4])([CH3:2])[CH3:3])=[O:7], predict the reactants needed to synthesize it. (3) Given the product [NH2:2][C:1]1[N:23]([CH:19]([CH3:18])[CH:20]([CH3:22])[CH3:21])[CH:8]=[N:7][C:3]=1[C:4]([NH2:6])=[O:5], predict the reactants needed to synthesize it. The reactants are: [C:1]([CH:3]([NH2:7])[C:4]([NH2:6])=[O:5])#[N:2].[CH:8](OCC)(OCC)OCC.[CH3:18][CH:19]([NH2:23])[CH:20]([CH3:22])[CH3:21]. (4) Given the product [F:1][C:2]1[CH:7]=[C:6]([O:8][CH3:9])[CH:5]=[CH:4][C:3]=1[N:10]1[CH2:19][C:18]2[C:13](=[N:14][C:15]([NH:20][C:21]3[CH:26]=[CH:25][C:24]([O:27][CH3:28])=[CH:23][CH:22]=3)=[N:16][CH:17]=2)[N:12]([C@@H:29]([CH3:47])[CH2:30][OH:69])[C:11]1=[O:50], predict the reactants needed to synthesize it. The reactants are: [F:1][C:2]1[CH:7]=[C:6]([O:8][CH3:9])[CH:5]=[CH:4][C:3]=1[N:10]1[CH2:19][C:18]2[C:13](=[N:14][C:15]([NH:20][C:21]3[CH:26]=[CH:25][C:24]([O:27][CH3:28])=[CH:23][CH:22]=3)=[N:16][CH:17]=2)[N:12]([C@:29](O[SiH3])([CH3:47])[C:30](C2C=CC=CC=2)(C2C=CC=CC=2)C(C)(C)C)[C:11]1=[O:50].[F-].C([N+](CCCC)(CCCC)CCCC)CCC.[O:69]1CCCC1. (5) Given the product [C:47]([O:51][C:52]([N:54]1[CH2:59][CH2:58][C:57]2([CH2:64][CH2:63][N:62]([C:66]3[CH:71]=[CH:70][C:69]([F:72])=[CH:68][CH:67]=3)[CH2:61][CH2:60]2)[CH2:56][CH2:55]1)=[O:53])([CH3:50])([CH3:48])[CH3:49], predict the reactants needed to synthesize it. The reactants are: C1C=CC(P(C2C(C3C(P(C4C=CC=CC=4)C4C=CC=CC=4)=CC=C4C=3C=CC=C4)=C3C(C=CC=C3)=CC=2)C2C=CC=CC=2)=CC=1.[C:47]([O:51][C:52]([N:54]1[CH2:59][CH2:58][C:57]2([CH2:64][CH2:63][NH:62][CH2:61][CH2:60]2)[CH2:56][CH2:55]1)=[O:53])([CH3:50])([CH3:49])[CH3:48].Br[C:66]1[CH:71]=[CH:70][C:69]([F:72])=[CH:68][CH:67]=1. (6) Given the product [C:52]([N:39]1[CH2:38][CH2:37][CH:36]([C:5]2[C:4]([Br:3])=[C:8]([NH:9][C:10]([NH:12][C@H:13]3[C@H:17]([C:18]4[CH:23]=[CH:22][C:21]([F:24])=[C:20]([F:25])[CH:19]=4)[CH2:16][N:15]([CH2:26][CH2:27][O:28][CH3:29])[CH2:14]3)=[O:11])[N:7]([C:30]3[CH:31]=[CH:32][CH:33]=[CH:34][CH:35]=3)[N:6]=2)[CH2:41][CH2:40]1)(=[O:53])[CH3:51], predict the reactants needed to synthesize it. The reactants are: Cl.Cl.[Br:3][C:4]1[C:5]([CH:36]2[CH2:41][CH2:40][NH:39][CH2:38][CH2:37]2)=[N:6][N:7]([C:30]2[CH:35]=[CH:34][CH:33]=[CH:32][CH:31]=2)[C:8]=1[NH:9][C:10]([NH:12][C@H:13]1[C@H:17]([C:18]2[CH:23]=[CH:22][C:21]([F:24])=[C:20]([F:25])[CH:19]=2)[CH2:16][N:15]([CH2:26][CH2:27][O:28][CH3:29])[CH2:14]1)=[O:11].CCN(C(C)C)C(C)C.[CH3:51][C:52](OC(C)=O)=[O:53].